From a dataset of Reaction yield outcomes from USPTO patents with 853,638 reactions. Predict the reaction yield, written as a fraction of the theoretical maximum amount of product (1.0 means a 100% yield; for example, 0.34 means a 34% yield). (1) The reactants are OC(C(F)(F)F)=O.[N:8]1[CH:13]=[CH:12][CH:11]=[CH:10][C:9]=1[N:14]1[CH2:19][C@@H:18]2[CH2:20][C@H:15]1[CH2:16][NH:17]2.[F:21][C:22]([F:38])([F:37])[C:23]1[O:27][N:26]=[C:25]([C:28]2[CH:29]=[C:30]([CH:34]=[CH:35][CH:36]=2)[C:31](O)=[O:32])[N:24]=1. No catalyst specified. The product is [N:8]1[CH:13]=[CH:12][CH:11]=[CH:10][C:9]=1[N:14]1[CH2:19][C@@H:18]2[CH2:20][C@H:15]1[CH2:16][N:17]2[C:31]([C:30]1[CH:34]=[CH:35][CH:36]=[C:28]([C:25]2[N:24]=[C:23]([C:22]([F:37])([F:21])[F:38])[O:27][N:26]=2)[CH:29]=1)=[O:32]. The yield is 0.270. (2) The reactants are Cl[C:2]1[CH:7]=[C:6]([C:8]([F:11])([F:10])[F:9])[N:5]=[C:4]([C:12]2[CH:17]=[CH:16][CH:15]=[CH:14][CH:13]=2)[N:3]=1.Cl.[Cl:19][C:20]1[CH:26]=[CH:25][C:24]([O:27][CH3:28])=[CH:23][C:21]=1[NH2:22].[OH-].[Na+]. The catalyst is O.C(O)C. The product is [Cl:19][C:20]1[CH:26]=[CH:25][C:24]([O:27][CH3:28])=[CH:23][C:21]=1[NH:22][C:2]1[CH:7]=[C:6]([C:8]([F:11])([F:10])[F:9])[N:5]=[C:4]([C:12]2[CH:17]=[CH:16][CH:15]=[CH:14][CH:13]=2)[N:3]=1. The yield is 0.380. (3) The reactants are C([O:5][C:6]([C:8]1([CH:11]2[CH2:16][CH2:15][N:14]([C:17](=[O:19])[CH3:18])[CH2:13][CH2:12]2)[CH2:10][CH2:9]1)=[O:7])(C)(C)C.C([SiH](CC)CC)C.FC(F)(F)C(O)=O. The catalyst is C(Cl)Cl. The product is [C:17]([N:14]1[CH2:15][CH2:16][CH:11]([C:8]2([C:6]([OH:7])=[O:5])[CH2:10][CH2:9]2)[CH2:12][CH2:13]1)(=[O:19])[CH3:18]. The yield is 0.690. (4) The reactants are [F:1][CH2:2][C:3]([C:7]1[CH:11]=[C:10]([NH:12][C:13](=[O:21])OC2C=CC=CC=2)[O:9][N:8]=1)([CH3:6])[CH2:4][F:5].[CH3:22][O:23][C:24]1[CH:25]=[C:26]2[C:31](=[CH:32][C:33]=1[O:34][CH3:35])[N:30]=[CH:29][N:28]=[C:27]2[S:36][C:37]1[CH:38]=[C:39]([CH:41]=[CH:42][CH:43]=1)[NH2:40].C(N(CC)C(C)C)(C)C. The catalyst is C1COCC1. The product is [F:5][CH2:4][C:3]([C:7]1[CH:11]=[C:10]([NH:12][C:13]([NH:40][C:39]2[CH:41]=[CH:42][CH:43]=[C:37]([S:36][C:27]3[C:26]4[C:31](=[CH:32][C:33]([O:34][CH3:35])=[C:24]([O:23][CH3:22])[CH:25]=4)[N:30]=[CH:29][N:28]=3)[CH:38]=2)=[O:21])[O:9][N:8]=1)([CH3:6])[CH2:2][F:1]. The yield is 0.550. (5) The reactants are [CH:1]1[C:13]2[N:12]([CH2:14][CH:15]([OH:24])[CH2:16][NH:17][CH2:18][C:19]3[O:20][CH:21]=[CH:22][CH:23]=3)[C:11]3[C:6](=[CH:7][CH:8]=[CH:9][CH:10]=3)[C:5]=2[CH:4]=[CH:3][CH:2]=1.N1C=CN=C1.[Si:30](Cl)([C:33]([CH3:36])([CH3:35])[CH3:34])([CH3:32])[CH3:31]. The catalyst is C(Cl)Cl. The product is [Si:30]([O:24][CH:15]([CH2:14][N:12]1[C:11]2[CH:10]=[CH:9][CH:8]=[CH:7][C:6]=2[C:5]2[C:13]1=[CH:1][CH:2]=[CH:3][CH:4]=2)[CH2:16][NH:17][CH2:18][C:19]1[O:20][CH:21]=[CH:22][CH:23]=1)([C:33]([CH3:36])([CH3:35])[CH3:34])([CH3:32])[CH3:31]. The yield is 0.980. (6) The reactants are [Br:1][C:2]1[CH:3]=[C:4]([NH2:10])[C:5]([O:8][CH3:9])=[N:6][CH:7]=1.[F:11][C:12]1[CH:17]=[C:16]([F:18])[CH:15]=[CH:14][C:13]=1[S:19](Cl)(=[O:21])=[O:20]. The catalyst is N1C=CC=CC=1. The product is [Br:1][C:2]1[CH:3]=[C:4]([NH:10][S:19]([C:13]2[CH:14]=[CH:15][C:16]([F:18])=[CH:17][C:12]=2[F:11])(=[O:21])=[O:20])[C:5]([O:8][CH3:9])=[N:6][CH:7]=1. The yield is 0.317.